From a dataset of Full USPTO retrosynthesis dataset with 1.9M reactions from patents (1976-2016). Predict the reactants needed to synthesize the given product. (1) Given the product [CH2:32]([C@@H:20]1[CH2:21][NH:22][CH2:23][CH2:24][N:19]1[C:17](=[O:18])[CH2:16][CH2:15][C:10]1[CH:11]=[CH:12][CH:13]=[CH:14][C:9]=1[O:8][C:7]1[CH:39]=[CH:40][CH:41]=[CH:42][C:6]=1[CH2:5][NH:4][C:1](=[O:3])[CH3:2])[C:33]1[CH:38]=[CH:37][CH:36]=[CH:35][CH:34]=1, predict the reactants needed to synthesize it. The reactants are: [C:1]([NH:4][CH2:5][C:6]1[CH:42]=[CH:41][CH:40]=[CH:39][C:7]=1[O:8][C:9]1[CH:14]=[CH:13][CH:12]=[CH:11][C:10]=1[CH2:15][CH2:16][C:17]([N:19]1[CH2:24][CH2:23][N:22](C(OC(C)(C)C)=O)[CH2:21][C@H:20]1[CH2:32][C:33]1[CH:38]=[CH:37][CH:36]=[CH:35][CH:34]=1)=[O:18])(=[O:3])[CH3:2].FC(F)(F)C(O)=O. (2) Given the product [CH:34]([C:31]1[CH:30]=[CH:29][C:28]([C:25]2[CH:26]=[CH:27][C:22]([CH:15]([O:14][C:11]3[CH:10]=[CH:9][C:8]([C:7]([NH:6][CH2:5][CH2:4][C:3]([OH:39])=[O:2])=[O:38])=[CH:13][CH:12]=3)[CH2:16][CH2:17][CH2:18][CH:19]([CH3:21])[CH3:20])=[CH:23][C:24]=2[CH3:37])=[CH:33][CH:32]=1)([CH3:35])[CH3:36], predict the reactants needed to synthesize it. The reactants are: C[O:2][C:3](=[O:39])[CH2:4][CH2:5][NH:6][C:7](=[O:38])[C:8]1[CH:13]=[CH:12][C:11]([O:14][CH:15]([C:22]2[CH:27]=[CH:26][C:25]([C:28]3[CH:33]=[CH:32][C:31]([CH:34]([CH3:36])[CH3:35])=[CH:30][CH:29]=3)=[C:24]([CH3:37])[CH:23]=2)[CH2:16][CH2:17][CH2:18][CH:19]([CH3:21])[CH3:20])=[CH:10][CH:9]=1.[OH-].[Na+].Cl. (3) Given the product [O:25]=[C:26]1[NH:30][C@@H:29]([C:31]([N:1]2[CH2:6][CH2:5][CH:4]([CH2:7][NH:8][C:9](=[O:24])[C:10]3[CH:11]=[C:12]([C:20]([F:21])([F:22])[F:23])[CH:13]=[C:14]([C:16]([F:18])([F:19])[F:17])[CH:15]=3)[CH2:3][CH2:2]2)=[O:32])[CH2:28][CH2:27]1, predict the reactants needed to synthesize it. The reactants are: [NH:1]1[CH2:6][CH2:5][CH:4]([CH2:7][NH:8][C:9](=[O:24])[C:10]2[CH:15]=[C:14]([C:16]([F:19])([F:18])[F:17])[CH:13]=[C:12]([C:20]([F:23])([F:22])[F:21])[CH:11]=2)[CH2:3][CH2:2]1.[O:25]=[C:26]1[NH:30][C@@H:29]([C:31](O)=[O:32])[CH2:28][CH2:27]1.CN(C(ON1N=NC2C=CC=NC1=2)=[N+](C)C)C.F[P-](F)(F)(F)(F)F.C([O-])(O)=O.[Na+]. (4) Given the product [F:33][C:31]1[CH:30]=[CH:29][C:27]2[N:28]=[C:24]([NH:23][C:20]3[CH:21]=[CH:22][C:17]([C:7]4[C:6]([C:4]([OH:5])=[O:3])=[C:10]([C:11]5[CH:16]=[CH:15][CH:14]=[CH:13][CH:12]=5)[O:9][N:8]=4)=[CH:18][CH:19]=3)[S:25][C:26]=2[CH:32]=1, predict the reactants needed to synthesize it. The reactants are: C([O:3][C:4]([C:6]1[C:7]([C:17]2[CH:22]=[CH:21][C:20]([NH:23][C:24]3[S:25][C:26]4[CH:32]=[C:31]([F:33])[CH:30]=[CH:29][C:27]=4[N:28]=3)=[CH:19][CH:18]=2)=[N:8][O:9][C:10]=1[C:11]1[CH:16]=[CH:15][CH:14]=[CH:13][CH:12]=1)=[O:5])C.[OH-].[Na+]. (5) Given the product [CH3:36][C:30]1[CH:29]=[CH:28][C:27]2[C:32](=[CH:33][CH:34]=[CH:35][C:26]=2[N:23]2[CH2:22][CH2:21][N:20]([CH2:19][CH2:18][C:17]3[C:12]4[O:11][CH2:10][C:9]5=[C:5]([CH:3]=[O:4])[N:6]=[CH:7][N:8]5[C:13]=4[CH:14]=[CH:15][CH:16]=3)[CH2:25][CH2:24]2)[N:31]=1, predict the reactants needed to synthesize it. The reactants are: CN(OC)[C:3]([C:5]1[N:6]=[CH:7][N:8]2[C:13]3[CH:14]=[CH:15][CH:16]=[C:17]([CH2:18][CH2:19][N:20]4[CH2:25][CH2:24][N:23]([C:26]5[CH:35]=[CH:34][CH:33]=[C:32]6[C:27]=5[CH:28]=[CH:29][C:30]([CH3:36])=[N:31]6)[CH2:22][CH2:21]4)[C:12]=3[O:11][CH2:10][C:9]=12)=[O:4].